From a dataset of Full USPTO retrosynthesis dataset with 1.9M reactions from patents (1976-2016). Predict the reactants needed to synthesize the given product. (1) Given the product [Br:35][C:5]1[S:1][C:2]([CH2:6][CH2:7][C@@H:8]([NH:20][C:21](=[O:27])[O:22][C:23]([CH3:24])([CH3:26])[CH3:25])[CH2:9][C:10]2[CH:11]=[CH:12][C:13]([C:16]([F:19])([F:18])[F:17])=[CH:14][CH:15]=2)=[N:3][CH:4]=1, predict the reactants needed to synthesize it. The reactants are: [S:1]1[CH:5]=[CH:4][N:3]=[C:2]1[CH2:6][CH2:7][C@@H:8]([NH:20][C:21](=[O:27])[O:22][C:23]([CH3:26])([CH3:25])[CH3:24])[CH2:9][C:10]1[CH:15]=[CH:14][C:13]([C:16]([F:19])([F:18])[F:17])=[CH:12][CH:11]=1.C1C(=O)N([Br:35])C(=O)C1. (2) The reactants are: CC(C)([O-])C.[K+].[N:7]1([CH2:12][C:13]([C:15]2[S:16][CH:17]=[CH:18][N:19]=2)=O)[CH:11]=[CH:10][N:9]=[CH:8]1.[Br-].[CH3:21][O:22][C:23]([C:25]1[CH:26]=[C:27]([CH:48]=[C:49]([C:51]2[CH:56]=[CH:55][CH:54]=[CH:53][CH:52]=2)[CH:50]=1)[CH2:28][P+](C1C=CC=CC=1)(C1C=CC=CC=1)C1C=CC=CC=1)=[O:24].C1OCCOCCOCCOCCOCCOC1.[Cl-].[NH4+]. Given the product [S:16]1[CH:17]=[CH:18][N:19]=[C:15]1[C:13]([CH2:12][N:7]1[CH:11]=[CH:10][N:9]=[CH:8]1)=[CH:28][C:27]1[CH:26]=[C:25]([CH:50]=[C:49]([C:51]2[CH:56]=[CH:55][CH:54]=[CH:53][CH:52]=2)[CH:48]=1)[C:23]([O:22][CH3:21])=[O:24], predict the reactants needed to synthesize it. (3) Given the product [F:8][C:6]1[CH:7]=[C:2]([C:14](=[O:15])[C:13]([F:19])([F:18])[F:12])[CH:3]=[C:4]([F:11])[C:5]=1[O:9][CH3:10], predict the reactants needed to synthesize it. The reactants are: Br[C:2]1[CH:3]=[C:4]([F:11])[C:5]([O:9][CH3:10])=[C:6]([F:8])[CH:7]=1.[F:12][C:13]([F:19])([F:18])[C:14](OC)=[O:15].Cl.